Dataset: Catalyst prediction with 721,799 reactions and 888 catalyst types from USPTO. Task: Predict which catalyst facilitates the given reaction. (1) Reactant: C(=O)(O)[O-].[Na+].Br[C:7]1[CH:12]=[CH:11][C:10]([C:13]2[N:17]=[C:16]([C@@H:18]3[CH2:22][CH2:21][CH2:20][N:19]3[C:23]([O:25][C:26]([CH3:29])([CH3:28])[CH3:27])=[O:24])[O:15][N:14]=2)=[CH:9][CH:8]=1.CC1(C)C(C)(C)OB([C:38]2[CH:43]=[CH:42][C:41]([C:44]3[NH:48][C:47]([C@@H:49]4[CH2:53][CH2:52][CH2:51][N:50]4[C:54]([O:56][C:57]([CH3:60])([CH3:59])[CH3:58])=[O:55])=[N:46][CH:45]=3)=[CH:40][CH:39]=2)O1. Product: [C:26]([O:25][C:23]([N:19]1[CH2:20][CH2:21][CH2:22][C@H:18]1[C:16]1[O:15][N:14]=[C:13]([C:10]2[CH:11]=[CH:12][C:7]([C:38]3[CH:39]=[CH:40][C:41]([C:44]4[N:48]=[C:47]([C@@H:49]5[CH2:53][CH2:52][CH2:51][N:50]5[C:54]([O:56][C:57]([CH3:60])([CH3:59])[CH3:58])=[O:55])[NH:46][CH:45]=4)=[CH:42][CH:43]=3)=[CH:8][CH:9]=2)[N:17]=1)=[O:24])([CH3:29])([CH3:28])[CH3:27]. The catalyst class is: 438. (2) Reactant: [NH2:1][C@@H:2]1[CH2:6][CH2:5][N:4]([CH2:7][C:8]2[C:17]([Cl:18])=[C:16]3[C:11]([C:12](=[O:33])[N:13]([CH2:20][C:21]4[CH:26]=[C:25]([Cl:27])[CH:24]=[CH:23][C:22]=4[S:28]([CH2:31][CH3:32])(=[O:30])=[O:29])[C:14](=[O:19])[NH:15]3)=[CH:10][C:9]=2[C:34]([F:37])([F:36])[F:35])[CH2:3]1.[O:38]1[CH2:41][C:40](=O)[CH2:39]1.C(Cl)Cl. The catalyst class is: 1. Product: [Cl:18][C:17]1[C:8]([CH2:7][N:4]2[CH2:5][CH2:6][C@@H:2]([NH:1][CH:40]3[CH2:41][O:38][CH2:39]3)[CH2:3]2)=[C:9]([C:34]([F:35])([F:36])[F:37])[CH:10]=[C:11]2[C:16]=1[NH:15][C:14](=[O:19])[N:13]([CH2:20][C:21]1[CH:26]=[C:25]([Cl:27])[CH:24]=[CH:23][C:22]=1[S:28]([CH2:31][CH3:32])(=[O:30])=[O:29])[C:12]2=[O:33]. (3) Reactant: C(N(C(C)C)CC)(C)C.C1C=CC2N(O)N=NC=2C=1.CCN=C=NCCCN(C)C.Cl.[CH3:32][O:33][C:34]1[CH:39]=[C:38]([CH3:40])[C:37]([S:41]([N:44]([CH2:46][CH2:47][O:48][CH2:49][C:50]([OH:52])=O)[CH3:45])(=[O:43])=[O:42])=[C:36]([CH3:53])[CH:35]=1.[CH3:54][N:55]([CH3:68])[C:56]1([C:62]2[CH:67]=[CH:66][N:65]=[CH:64][CH:63]=2)[CH2:61][CH2:60][NH:59][CH2:58][CH2:57]1. Product: [CH3:54][N:55]([CH3:68])[C:56]1([C:62]2[CH:67]=[CH:66][N:65]=[CH:64][CH:63]=2)[CH2:61][CH2:60][N:59]([C:50](=[O:52])[CH2:49][O:48][CH2:47][CH2:46][N:44]([CH3:45])[S:41]([C:37]2[C:36]([CH3:53])=[CH:35][C:34]([O:33][CH3:32])=[CH:39][C:38]=2[CH3:40])(=[O:42])=[O:43])[CH2:58][CH2:57]1. The catalyst class is: 2.